From a dataset of Reaction yield outcomes from USPTO patents with 853,638 reactions. Predict the reaction yield, written as a fraction of the theoretical maximum amount of product (1.0 means a 100% yield; for example, 0.34 means a 34% yield). (1) The reactants are F[C:2]1[CH:12]=[CH:11][CH:10]=[CH:9][C:3]=1[C:4]([O:6][CH2:7][CH3:8])=[O:5].[C:13](=[O:16])([O-])[O-:14].[K+].[K+].[OH:19][C:20]1[CH:25]=[CH:24][C:23]([C:26]2[CH:31]=[CH:30][CH:29]=[C:28]([CH2:32][N:33](C)[C:34](=O)OC(C)(C)C)[CH:27]=2)=[CH:22][CH:21]=1. The product is [C:3]([O:14][C:13]([CH2:34][NH:33][CH2:32][C:28]1[CH:27]=[C:26]([C:23]2[CH:24]=[CH:25][C:20]([O:19][C:2]3[CH:12]=[CH:11][CH:10]=[CH:9][C:3]=3[C:4]([O:6][CH2:7][CH3:8])=[O:5])=[CH:21][CH:22]=2)[CH:31]=[CH:30][CH:29]=1)=[O:16])([CH3:9])([CH3:4])[CH3:2]. The yield is 0.530. The catalyst is CC(N(C)C)=O.O. (2) The reactants are [OH:1][CH2:2][CH:3]1[O:7][N:6]=[C:5]([C:8]2[N:13]=[CH:12][C:11]([C:14]3[CH:19]=[CH:18][C:17]([N:20]4[CH2:24][C@H:23]([CH2:25][N:26]5[CH:30]=[CH:29][N:28]=[N:27]5)[O:22][C:21]4=[O:31])=[CH:16][C:15]=3[F:32])=[CH:10][CH:9]=2)[CH2:4]1.N1C=CC=CC=1.[C:39]1(=[O:45])[O:44][C:42](=[O:43])[CH2:41][CH2:40]1. The catalyst is CN(C)C=O.CN(C)C1C=CN=CC=1. The product is [F:32][C:15]1[CH:16]=[C:17]([N:20]2[CH2:24][C@H:23]([CH2:25][N:26]3[CH:30]=[CH:29][N:28]=[N:27]3)[O:22][C:21]2=[O:31])[CH:18]=[CH:19][C:14]=1[C:11]1[CH:10]=[CH:9][C:8]([C:5]2[CH2:4][CH:3]([CH2:2][O:1][C:39](=[O:45])[CH2:40][CH2:41][C:42]([OH:44])=[O:43])[O:7][N:6]=2)=[N:13][CH:12]=1. The yield is 0.500. (3) The reactants are [C:9](O[C:9]([O:11][C:12]([CH3:15])([CH3:14])[CH3:13])=[O:10])([O:11][C:12]([CH3:15])([CH3:14])[CH3:13])=[O:10].[S:16]1[CH:20]=[CH:19][CH:18]=[C:17]1[O:21][CH2:22][CH2:23][C:24]1[N:33]=[C:32]2[C:27]([CH2:28][CH2:29][CH2:30][NH:31]2)=[CH:26][CH:25]=1.C1COCC1. The catalyst is C(Cl)Cl. The product is [S:16]1[CH:20]=[CH:19][CH:18]=[C:17]1[O:21][CH2:22][CH2:23][C:24]1[N:33]=[C:32]2[C:27]([CH2:28][CH2:29][CH2:30][N:31]2[C:9]([O:11][C:12]([CH3:13])([CH3:14])[CH3:15])=[O:10])=[CH:26][CH:25]=1. The yield is 0.990.